This data is from Reaction yield outcomes from USPTO patents with 853,638 reactions. The task is: Predict the reaction yield, written as a fraction of the theoretical maximum amount of product (1.0 means a 100% yield; for example, 0.34 means a 34% yield). (1) The reactants are [Cl-].[NH4+].C([N:6](C(C)C)CC)(C)C.[NH:12]1[C:20]2[C:15](=[CH:16][C:17]([O:21][CH:22]3[CH2:27][CH2:26][CH:25]([C:28]([OH:30])=O)[CH2:24][CH2:23]3)=[CH:18][CH:19]=2)[CH:14]=[N:13]1.N.Cl.C(N=C=NCCCN(C)C)C.OC1C2N=NNC=2C=CC=1.C(=O)([O-])O.[Na+]. The catalyst is CN(C)C=O.O. The product is [NH:12]1[C:20]2[C:15](=[CH:16][C:17]([O:21][CH:22]3[CH2:27][CH2:26][CH:25]([C:28]([NH2:6])=[O:30])[CH2:24][CH2:23]3)=[CH:18][CH:19]=2)[CH:14]=[N:13]1. The yield is 0.950. (2) The reactants are Cl[C:2]1[N:7]=[C:6]2[N:8]([CH:11]([CH3:13])[CH3:12])[N:9]=[CH:10][C:5]2=[C:4]([N:14]2[CH2:19][CH2:18][O:17][CH2:16][CH2:15]2)[N:3]=1.C([O-])(O)=O.[Na+].[CH3:25][O:26][C:27]1[CH:28]=[C:29]([OH:42])[CH:30]=[C:31](B2OC(C)(C)C(C)(C)O2)[CH:32]=1. The catalyst is O1CCOCC1.O.C1C=CC([P]([Pd]([P](C2C=CC=CC=2)(C2C=CC=CC=2)C2C=CC=CC=2)([P](C2C=CC=CC=2)(C2C=CC=CC=2)C2C=CC=CC=2)[P](C2C=CC=CC=2)(C2C=CC=CC=2)C2C=CC=CC=2)(C2C=CC=CC=2)C2C=CC=CC=2)=CC=1. The product is [CH:11]([N:8]1[C:6]2=[N:7][C:2]([C:31]3[CH:30]=[C:29]([OH:42])[CH:28]=[C:27]([O:26][CH3:25])[CH:32]=3)=[N:3][C:4]([N:14]3[CH2:19][CH2:18][O:17][CH2:16][CH2:15]3)=[C:5]2[CH:10]=[N:9]1)([CH3:13])[CH3:12]. The yield is 0.620.